From a dataset of Forward reaction prediction with 1.9M reactions from USPTO patents (1976-2016). Predict the product of the given reaction. (1) Given the reactants [CH3:1][C:2]1[N:3]=[C:4]([CH2:7][C:8]([O:10][CH2:11][CH3:12])=[O:9])[S:5][CH:6]=1.Br[CH2:14][CH2:15]Br.C([O-])([O-])=O.[Cs+].[Cs+].Cl, predict the reaction product. The product is: [CH2:11]([O:10][C:8]([C:7]1([C:4]2[S:5][CH:6]=[C:2]([CH3:1])[N:3]=2)[CH2:15][CH2:14]1)=[O:9])[CH3:12]. (2) Given the reactants [C:1]([O:5][C:6]([N:8]1[CH2:15][C:12]2([CH2:14][CH2:13]2)[N:11]([C:16]([C:18]2[C:19]3[C:39]([CH3:40])=[N:38][N:37]([CH:41]4[CH2:46][CH2:45][CH2:44][CH2:43][O:42]4)[C:20]=3[N:21]=[C:22]([C:24]3[CH:29]=[CH:28][C:27]([O:30]C4CCCCO4)=[CH:26][CH:25]=3)[CH:23]=2)=O)[CH2:10][CH2:9]1)=[O:7])([CH3:4])([CH3:3])[CH3:2].B.CSC, predict the reaction product. The product is: [C:1]([O:5][C:6]([N:8]1[CH2:15][C:12]2([CH2:13][CH2:14]2)[N:11]([CH2:16][C:18]2[CH:23]=[C:22]([C:24]3[CH:29]=[CH:28][C:27]([OH:30])=[CH:26][CH:25]=3)[N:21]=[C:20]3[N:37]([CH:41]4[CH2:46][CH2:45][CH2:44][CH2:43][O:42]4)[N:38]=[C:39]([CH3:40])[C:19]=23)[CH2:10][CH2:9]1)=[O:7])([CH3:4])([CH3:2])[CH3:3]. (3) Given the reactants C(Cl)(=O)OC(Cl)C.C([N:15]1[CH2:38][CH:37]([C:39]2[CH:44]=[CH:43][C:42]([Cl:45])=[CH:41][CH:40]=2)[O:36][C:17]2([CH2:22][CH2:21][N:20]([C:23]([C:25]3[CH:30]=[CH:29][C:28]([O:31][CH:32]([CH3:34])[CH3:33])=[C:27]([CH3:35])[CH:26]=3)=[O:24])[CH2:19][CH2:18]2)[CH2:16]1)C1C=CC=CC=1, predict the reaction product. The product is: [Cl:45][C:42]1[CH:43]=[CH:44][C:39]([CH:37]2[O:36][C:17]3([CH2:18][CH2:19][N:20]([C:23]([C:25]4[CH:30]=[CH:29][C:28]([O:31][CH:32]([CH3:33])[CH3:34])=[C:27]([CH3:35])[CH:26]=4)=[O:24])[CH2:21][CH2:22]3)[CH2:16][NH:15][CH2:38]2)=[CH:40][CH:41]=1. (4) Given the reactants [CH2:1]([O:8][C:9]([N:11]1[CH2:15][CH2:14][CH2:13][CH:12]1[CH2:16][C:17]1[C:21]2[CH:22]=[CH:23][CH:24]=[CH:25][C:20]=2[O:19][C:18]=1Br)=[O:10])[C:2]1[CH:7]=[CH:6][CH:5]=[CH:4][CH:3]=1.[C:27]([O:31][CH2:32][CH3:33])(=[O:30])[CH:28]=[CH2:29].C([O-])(O)=O.[Na+], predict the reaction product. The product is: [CH2:1]([O:8][C:9]([N:11]1[CH2:15][CH2:14][CH2:13][CH:12]1[CH2:16][C:17]1[C:21]2[CH:22]=[CH:23][CH:24]=[CH:25][C:20]=2[O:19][C:18]=1[CH:29]=[CH:28][C:27]([O:31][CH2:32][CH3:33])=[O:30])=[O:10])[C:2]1[CH:7]=[CH:6][CH:5]=[CH:4][CH:3]=1. (5) Given the reactants [CH3:1][Si]([N-][Si](C)(C)C)(C)C.[K+].[CH2:11]([O:13][C:14]([N:16]1[CH2:22][C:21](=O)[C:20]2[CH:24]=[CH:25][S:26][C:19]=2[CH2:18][CH2:17]1)=[O:15])[CH3:12], predict the reaction product. The product is: [CH2:11]([O:13][C:14]([N:16]1[CH2:22][C:21](=[CH2:1])[C:20]2[CH:24]=[CH:25][S:26][C:19]=2[CH2:18][CH2:17]1)=[O:15])[CH3:12].